Dataset: NCI-60 drug combinations with 297,098 pairs across 59 cell lines. Task: Regression. Given two drug SMILES strings and cell line genomic features, predict the synergy score measuring deviation from expected non-interaction effect. (1) Drug 1: CC1CCC2CC(C(=CC=CC=CC(CC(C(=O)C(C(C(=CC(C(=O)CC(OC(=O)C3CCCCN3C(=O)C(=O)C1(O2)O)C(C)CC4CCC(C(C4)OC)OCCO)C)C)O)OC)C)C)C)OC. Drug 2: CN1C2=C(C=C(C=C2)N(CCCl)CCCl)N=C1CCCC(=O)O.Cl. Cell line: UACC62. Synergy scores: CSS=18.4, Synergy_ZIP=-4.81, Synergy_Bliss=0.679, Synergy_Loewe=-70.3, Synergy_HSA=1.14. (2) Drug 1: C1CC(C1)(C(=O)O)C(=O)O.[NH2-].[NH2-].[Pt+2]. Drug 2: CN1C2=C(C=C(C=C2)N(CCCl)CCCl)N=C1CCCC(=O)O.Cl. Cell line: TK-10. Synergy scores: CSS=-0.551, Synergy_ZIP=0.196, Synergy_Bliss=0.884, Synergy_Loewe=-0.985, Synergy_HSA=-0.765. (3) Drug 1: C1CCN(CC1)CCOC2=CC=C(C=C2)C(=O)C3=C(SC4=C3C=CC(=C4)O)C5=CC=C(C=C5)O. Drug 2: CN(C(=O)NC(C=O)C(C(C(CO)O)O)O)N=O. Cell line: NCI-H460. Synergy scores: CSS=-6.54, Synergy_ZIP=3.15, Synergy_Bliss=1.44, Synergy_Loewe=-4.29, Synergy_HSA=-4.77. (4) Drug 1: C1CCN(CC1)CCOC2=CC=C(C=C2)C(=O)C3=C(SC4=C3C=CC(=C4)O)C5=CC=C(C=C5)O. Drug 2: CC1C(C(CC(O1)OC2CC(CC3=C2C(=C4C(=C3O)C(=O)C5=C(C4=O)C(=CC=C5)OC)O)(C(=O)CO)O)N)O.Cl. Cell line: RPMI-8226. Synergy scores: CSS=39.6, Synergy_ZIP=2.98, Synergy_Bliss=1.66, Synergy_Loewe=0.174, Synergy_HSA=0.500. (5) Drug 1: C1CCC(CC1)NC(=O)N(CCCl)N=O. Drug 2: CC(C)CN1C=NC2=C1C3=CC=CC=C3N=C2N. Cell line: KM12. Synergy scores: CSS=22.3, Synergy_ZIP=3.93, Synergy_Bliss=3.50, Synergy_Loewe=0.707, Synergy_HSA=0.710. (6) Drug 1: CCCS(=O)(=O)NC1=C(C(=C(C=C1)F)C(=O)C2=CNC3=C2C=C(C=N3)C4=CC=C(C=C4)Cl)F. Drug 2: CC1C(C(CC(O1)OC2CC(OC(C2O)C)OC3=CC4=CC5=C(C(=O)C(C(C5)C(C(=O)C(C(C)O)O)OC)OC6CC(C(C(O6)C)O)OC7CC(C(C(O7)C)O)OC8CC(C(C(O8)C)O)(C)O)C(=C4C(=C3C)O)O)O)O. Cell line: SF-539. Synergy scores: CSS=40.4, Synergy_ZIP=16.3, Synergy_Bliss=19.1, Synergy_Loewe=20.4, Synergy_HSA=19.9. (7) Cell line: HCC-2998. Synergy scores: CSS=34.1, Synergy_ZIP=-3.26, Synergy_Bliss=-3.67, Synergy_Loewe=-2.55, Synergy_HSA=-1.55. Drug 2: CC1C(C(CC(O1)OC2CC(CC3=C2C(=C4C(=C3O)C(=O)C5=C(C4=O)C(=CC=C5)OC)O)(C(=O)CO)O)N)O.Cl. Drug 1: C1=CC(=C2C(=C1NCCNCCO)C(=O)C3=C(C=CC(=C3C2=O)O)O)NCCNCCO. (8) Drug 1: CS(=O)(=O)CCNCC1=CC=C(O1)C2=CC3=C(C=C2)N=CN=C3NC4=CC(=C(C=C4)OCC5=CC(=CC=C5)F)Cl. Drug 2: C1=CC=C(C(=C1)C(C2=CC=C(C=C2)Cl)C(Cl)Cl)Cl. Cell line: OVCAR-8. Synergy scores: CSS=-0.239, Synergy_ZIP=-0.893, Synergy_Bliss=-0.501, Synergy_Loewe=-8.12, Synergy_HSA=-3.20. (9) Drug 2: CCN(CC)CCNC(=O)C1=C(NC(=C1C)C=C2C3=C(C=CC(=C3)F)NC2=O)C. Synergy scores: CSS=-1.37, Synergy_ZIP=1.30, Synergy_Bliss=0.0574, Synergy_Loewe=-3.39, Synergy_HSA=-2.14. Drug 1: CC12CCC(CC1=CCC3C2CCC4(C3CC=C4C5=CN=CC=C5)C)O. Cell line: A498.